Predict which catalyst facilitates the given reaction. From a dataset of Catalyst prediction with 721,799 reactions and 888 catalyst types from USPTO. (1) Product: [N:1]1[C:2]2[N:3]([C:15]3[CH:21]=[CH:20][CH:19]=[CH:18][C:16]=3[N:17]=2)[CH:4]=[CH:5][C:6]=1[C:7]1[CH:13]=[CH:12][C:10]([NH:11][CH3:26])=[C:9]([F:14])[CH:8]=1. The catalyst class is: 26. Reactant: [N:1]1[C:2]2[N:3]([C:15]3[CH:21]=[CH:20][CH:19]=[CH:18][C:16]=3[N:17]=2)[CH:4]=[CH:5][C:6]=1[C:7]1[CH:13]=[CH:12][C:10]([NH2:11])=[C:9]([F:14])[CH:8]=1.C=O.[BH-](OC(C)=O)(OC(C)=O)O[C:26](C)=O.[Na+]. (2) Reactant: [NH:1]1[CH2:6][CH2:5][CH2:4][CH:3]([CH2:7][OH:8])[CH2:2]1.Br[CH2:10][C:11]#[N:12]. Product: [OH:8][CH2:7][CH:3]1[CH2:4][CH2:5][CH2:6][N:1]([CH2:10][C:11]#[N:12])[CH2:2]1. The catalyst class is: 1. (3) Reactant: [F:1][C:2]1[N:7]=[C:6]([NH2:8])[CH:5]=[CH:4][C:3]=1[CH2:9][C:10]1[C:18]2[C:13](=[N:14][CH:15]=[C:16]([CH3:19])[CH:17]=2)[NH:12][CH:11]=1.[CH3:20][NH:21][C:22]1[N:27]=[CH:26][C:25]([CH:28]=O)=[CH:24][N:23]=1.C(O)(=O)C.C([BH3-])#N. Product: [F:1][C:2]1[N:7]=[C:6]([NH:8][CH2:28][C:25]2[CH:24]=[N:23][C:22]([NH:21][CH3:20])=[N:27][CH:26]=2)[CH:5]=[CH:4][C:3]=1[CH2:9][C:10]1[C:18]2[C:13](=[N:14][CH:15]=[C:16]([CH3:19])[CH:17]=2)[NH:12][CH:11]=1. The catalyst class is: 8.